Dataset: Catalyst prediction with 721,799 reactions and 888 catalyst types from USPTO. Task: Predict which catalyst facilitates the given reaction. (1) Reactant: [C:1]([O:5][C:6]([N:8]1[C:16](=[O:17])[C:15]2([CH3:18])[CH:10]([CH2:11][CH2:12][CH2:13][CH2:14]2)[CH2:9]1)=[O:7])([CH3:4])([CH3:3])[CH3:2].C([BH-](CC)CC)C.[Li+]. Product: [C:1]([O:5][C:6]([N:8]1[CH:16]([OH:17])[C:15]2([CH3:18])[CH:10]([CH2:11][CH2:12][CH2:13][CH2:14]2)[CH2:9]1)=[O:7])([CH3:4])([CH3:2])[CH3:3]. The catalyst class is: 1. (2) Reactant: C([Si]([O:8][CH2:9][CH2:10][CH2:11][CH2:12][CH2:13][CH2:14][CH2:15][CH2:16][CH2:17][CH2:18][CH2:19][CH2:20][CH2:21][CH2:22][CH:23]=[CH2:24])(C)C)(C)(C)C.CCCC[N+](CCCC)(CCCC)CCCC.[F-]. Product: [CH2:9]([OH:8])[CH2:10][CH2:11][CH2:12][CH2:13][CH2:14][CH2:15][CH2:16][CH2:17][CH2:18][CH2:19][CH2:20][CH2:21][CH2:22][CH:23]=[CH2:24]. The catalyst class is: 1. (3) Reactant: [Cl:1][C:2]1[CH:14]=[CH:13][C:5]([CH2:6][NH:7][C:8]([CH:10]2[CH2:12][CH2:11]2)=[O:9])=[CH:4][C:3]=1[NH:15][NH2:16].C([O-])([O-])=O.[Na+].[Na+].[CH3:23][C:24]([O:27][C:28](O[C:28]([O:27][C:24]([CH3:26])([CH3:25])[CH3:23])=[O:29])=[O:29])([CH3:26])[CH3:25]. Product: [Cl:1][C:2]1[CH:14]=[CH:13][C:5]([CH2:6][NH:7][C:8]([CH:10]2[CH2:12][CH2:11]2)=[O:9])=[CH:4][C:3]=1[NH:15][NH:16][C:28]([O:27][C:24]([CH3:26])([CH3:25])[CH3:23])=[O:29]. The catalyst class is: 10. (4) Reactant: [OH:1][C@@H:2]1[CH2:7][CH2:6][CH2:5][N:4]([C:8]([C:10]2[CH:15]=[CH:14][C:13]([C:16]3[CH:21]=[CH:20][C:19]([NH:22][CH2:23][CH:24]4[CH2:29][CH2:28][N:27]([CH2:30][C:31]([CH3:37])([CH3:36])[C:32]([F:35])([F:34])[F:33])[CH2:26][CH2:25]4)=[CH:18][CH:17]=3)=[CH:12][CH:11]=2)=[O:9])[CH2:3]1.C=O.[CH3:40]C(O)=O.[BH3-]C#N.[Na+]. Product: [OH:1][C@@H:2]1[CH2:7][CH2:6][CH2:5][N:4]([C:8]([C:10]2[CH:11]=[CH:12][C:13]([C:16]3[CH:17]=[CH:18][C:19]([N:22]([CH3:40])[CH2:23][CH:24]4[CH2:29][CH2:28][N:27]([CH2:30][C:31]([CH3:37])([CH3:36])[C:32]([F:35])([F:34])[F:33])[CH2:26][CH2:25]4)=[CH:20][CH:21]=3)=[CH:14][CH:15]=2)=[O:9])[CH2:3]1. The catalyst class is: 47. (5) Reactant: [C:1]([N:9]1[CH2:13][CH2:12][C@@H:11]([NH:14][CH3:15])[CH2:10]1)(=O)[C:2]1[CH:7]=[CH:6][CH:5]=[CH:4][CH:3]=1.[C:16]1([N:22]([CH2:29][C:30](O)=[O:31])[C:23]2[CH:28]=[CH:27][CH:26]=[CH:25][CH:24]=2)[CH:21]=[CH:20][CH:19]=[CH:18][CH:17]=1.C(Cl)CCl. Product: [CH2:1]([N:9]1[CH2:13][CH2:12][C@@H:11]([N:14]([CH3:15])[C:30](=[O:31])[CH2:29][N:22]([C:16]2[CH:21]=[CH:20][CH:19]=[CH:18][CH:17]=2)[C:23]2[CH:28]=[CH:27][CH:26]=[CH:25][CH:24]=2)[CH2:10]1)[C:2]1[CH:7]=[CH:6][CH:5]=[CH:4][CH:3]=1. The catalyst class is: 64. (6) Reactant: C([O:3][C:4](=[O:24])[CH2:5][CH:6]([C:8]1[CH:13]=[CH:12][C:11]([O:14][C:15]([C:18]([O:20][CH2:21][CH3:22])=[O:19])([CH3:17])[CH3:16])=[C:10]([CH3:23])[CH:9]=1)[CH3:7])C.[Li+].[OH-].Cl. Product: [CH2:21]([O:20][C:18]([C:15]([CH3:16])([O:14][C:11]1[CH:12]=[CH:13][C:8]([CH:6]([CH3:7])[CH2:5][C:4]([OH:24])=[O:3])=[CH:9][C:10]=1[CH3:23])[CH3:17])=[O:19])[CH3:22]. The catalyst class is: 36. (7) Reactant: [NH2:1][C:2]1[C:3]([Cl:25])=[N:4][C:5]2[C:10]([C:11]=1[NH:12][CH2:13][CH2:14][CH2:15][CH2:16][NH:17][C:18](=[O:24])[O:19][C:20]([CH3:23])([CH3:22])[CH3:21])=[CH:9][CH:8]=[CH:7][CH:6]=2.[N:26]#[C:27]Br. Product: [NH2:26][C:27]1[N:12]([CH2:13][CH2:14][CH2:15][CH2:16][NH:17][C:18](=[O:24])[O:19][C:20]([CH3:21])([CH3:22])[CH3:23])[C:11]2[C:10]3[CH:9]=[CH:8][CH:7]=[CH:6][C:5]=3[N:4]=[C:3]([Cl:25])[C:2]=2[N:1]=1. The catalyst class is: 8. (8) Reactant: Br[C:2]1[CH:7]=[CH:6][C:5]([Br:8])=[CH:4][CH:3]=1.C(=O)([O-])[O-].[K+].[K+].[Cl:15][C:16]1[CH:17]=[CH:18][C:19]([CH:25]=[O:26])=[C:20](B(O)O)[CH:21]=1. Product: [Br:8][C:5]1[CH:6]=[CH:7][C:2]([C:18]2[C:19]([CH:25]=[O:26])=[CH:20][CH:21]=[C:16]([Cl:15])[CH:17]=2)=[CH:3][CH:4]=1. The catalyst class is: 108. (9) Reactant: [F:1][C:2]1[CH:3]=[C:4]2[C:12](=[CH:13][CH:14]=1)[NH:11][C:10]1[CH2:9][CH2:8][C@@H:7](C(O)=O)[CH2:6][C:5]2=1.C1(P(N=[N+]=[N-])(C2C=CC=CC=2)=[O:25])C=CC=CC=1.C([N:37]([CH2:40]C)CC)C.[CH2:42]([OH:49])[C:43]1[CH:48]=[CH:47][CH:46]=[CH:45][CH:44]=1. Product: [F:1][C:2]1[CH:3]=[C:4]2[C:12](=[CH:13][CH:14]=1)[NH:11][C:10]1[CH2:9][CH2:8][C@@H:7]([NH:37][C:40](=[O:25])[O:49][CH2:42][C:43]3[CH:48]=[CH:47][CH:46]=[CH:45][CH:44]=3)[CH2:6][C:5]2=1. The catalyst class is: 12. (10) Product: [F:40][C:2]([F:1])([F:39])[CH:3]([OH:38])[CH2:4][C@@H:5]([NH:10][C:11]1[C:16]([F:17])=[CH:15][N:14]=[C:13]([C:18]2[C:26]3[C:21](=[N:22][CH:23]=[C:24]([F:27])[CH:25]=3)[NH:20][CH:19]=2)[N:12]=1)[C:6]([CH3:7])([CH3:8])[CH3:9]. The catalyst class is: 25. Reactant: [F:1][C:2]([F:40])([F:39])[CH:3]([OH:38])[CH2:4][C@@H:5]([NH:10][C:11]1[C:16]([F:17])=[CH:15][N:14]=[C:13]([C:18]2[C:26]3[C:21](=[N:22][CH:23]=[C:24]([F:27])[CH:25]=3)[N:20](S(C3C=CC(C)=CC=3)(=O)=O)[CH:19]=2)[N:12]=1)[C:6]([CH3:9])([CH3:8])[CH3:7].C[O-].[Na+].C([O-])(O)=O.[Na+].